Task: Predict the reactants needed to synthesize the given product.. Dataset: Retrosynthesis with 50K atom-mapped reactions and 10 reaction types from USPTO Given the product Nc1ccc(-n2ccnc2)cc1, predict the reactants needed to synthesize it. The reactants are: O=[N+]([O-])c1ccc(-n2ccnc2)cc1.